From a dataset of Forward reaction prediction with 1.9M reactions from USPTO patents (1976-2016). Predict the product of the given reaction. (1) The product is: [CH2:1]([O:8][C:9]1[N:14]=[N:13][C:12]([CH2:15][CH2:16][C:17]2[CH:18]=[CH:19][C:20]([O:23][CH2:24][CH2:25][N:31]3[CH2:35][CH2:34][CH2:33][CH2:32]3)=[CH:21][N:22]=2)=[CH:11][CH:10]=1)[C:2]1[CH:3]=[CH:4][CH:5]=[CH:6][CH:7]=1. Given the reactants [CH2:1]([O:8][C:9]1[N:14]=[N:13][C:12]([CH2:15][CH2:16][C:17]2[N:22]=[CH:21][C:20]([O:23][CH2:24][CH2:25]OS(C)(=O)=O)=[CH:19][CH:18]=2)=[CH:11][CH:10]=1)[C:2]1[CH:7]=[CH:6][CH:5]=[CH:4][CH:3]=1.[NH:31]1[CH2:35][CH2:34][CH2:33][CH2:32]1, predict the reaction product. (2) The product is: [O:1]([C:8]1[CH:14]=[CH:13][CH:12]=[CH:11][C:9]=1[NH:10][C:24]([NH:25][C:26]([NH:30][C:31]1[S:32][CH:33]=[CH:34][N:35]=1)=[O:27])=[O:29])[C:2]1[CH:3]=[CH:4][CH:5]=[CH:6][CH:7]=1. Given the reactants [O:1]([C:8]1[CH:14]=[CH:13][CH:12]=[CH:11][C:9]=1[NH2:10])[C:2]1[CH:7]=[CH:6][CH:5]=[CH:4][CH:3]=1.C(N(C(C)C)CC)(C)C.[C:24](=[O:29])=[N:25][C:26](Cl)=[O:27].[NH2:30][C:31]1[S:32][CH:33]=[CH:34][N:35]=1, predict the reaction product. (3) Given the reactants [NH2:1][C:2]1[N:7]=[C:6]([N:8]2[C@H:13]([CH3:14])[CH2:12][CH2:11][C@H:10]([C:15]([NH:17][CH2:18][C:19]3[CH:24]=[CH:23][C:22]([F:25])=[CH:21][CH:20]=3)=[O:16])[CH2:9]2)[CH:5]=[C:4]([C:26]2[CH:31]=[CH:30][C:29]([C:32]#[N:33])=[C:28](F)[CH:27]=2)[N:3]=1.CCO.CCN(C(C)C)C(C)C.[NH2:47][NH2:48], predict the reaction product. The product is: [NH2:1][C:2]1[N:7]=[C:6]([N:8]2[C@H:13]([CH3:14])[CH2:12][CH2:11][C@H:10]([C:15]([NH:17][CH2:18][C:19]3[CH:24]=[CH:23][C:22]([F:25])=[CH:21][CH:20]=3)=[O:16])[CH2:9]2)[CH:5]=[C:4]([C:26]2[CH:27]=[C:28]3[C:29]([C:32]([NH2:33])=[N:47][NH:48]3)=[CH:30][CH:31]=2)[N:3]=1. (4) Given the reactants [CH3:1][N:2]1[CH:6]=[C:5]([C:7](=[O:9])[CH3:8])[CH:4]=[N:3]1.[BrH:10].BrBr, predict the reaction product. The product is: [Br:10][CH2:8][C:7]([C:5]1[CH:4]=[N:3][N:2]([CH3:1])[CH:6]=1)=[O:9]. (5) Given the reactants [CH3:1][O:2][C:3]([C:5]1[CH:6]=[C:7]2[C:11](=[CH:12][CH:13]=1)[CH2:10][CH2:9][C@H:8]2[NH2:14])=[O:4].[CH:15]([C:17]1[N:18]([C:23]([O:25][C:26]([CH3:29])([CH3:28])[CH3:27])=[O:24])[C:19](C)=[CH:20][CH:21]=1)=O.[BH-](OC(C)=O)(OC(C)=O)OC(C)=O.[Na+], predict the reaction product. The product is: [CH3:1][O:2][C:3]([C:5]1[CH:6]=[C:7]2[C:11]([CH2:10][CH2:9][C@H:8]2[NH:14][CH2:15][C:17]2[N:18]([C:23]([O:25][C:26]([CH3:29])([CH3:28])[CH3:27])=[O:24])[CH:19]=[CH:20][CH:21]=2)=[CH:12][CH:13]=1)=[O:4]. (6) Given the reactants [CH3:1][O:2][C:3]1[CH:38]=[C:37]([O:39][CH3:40])[CH:36]=[CH:35][C:4]=1[CH2:5][O:6][C:7](=[O:34])[C@H:8]([CH2:27][C:28]1[CH:33]=[CH:32][CH:31]=[CH:30][CH:29]=1)[NH:9]C(OCC1C2C(=CC=CC=2)C2C1=CC=CC=2)=O.C(NCC)C, predict the reaction product. The product is: [CH3:1][O:2][C:3]1[CH:38]=[C:37]([O:39][CH3:40])[CH:36]=[CH:35][C:4]=1[CH2:5][O:6][C:7](=[O:34])[C@H:8]([CH2:27][C:28]1[CH:33]=[CH:32][CH:31]=[CH:30][CH:29]=1)[NH2:9]. (7) The product is: [OH:1][C@H:2]([CH2:40][NH:41][CH2:42][C:43]1[CH:48]=[CH:47][CH:46]=[C:45]([O:49][CH3:50])[CH:44]=1)[C@@H:3]([NH:11][C:12]([C:14]1[CH:15]=[C:16]([C:31]2[O:32][CH:33]=[C:34]([C:36]([O:38][CH3:39])=[O:37])[N:35]=2)[CH:17]=[C:18]([C:20](=[O:30])[N:21]([CH3:29])[CH2:22][C:23]2[S:24][CH:25]=[C:26]([CH3:28])[N:27]=2)[CH:19]=1)=[O:13])[CH2:4][C:5]1[CH:10]=[CH:9][CH:8]=[CH:7][CH:6]=1. Given the reactants [OH:1][C@H:2]([CH2:40][NH:41][CH2:42][C:43]1[CH:48]=[CH:47][CH:46]=[C:45]([O:49][CH3:50])[CH:44]=1)[C@@H:3]([NH:11][C:12]([C:14]1[CH:15]=[C:16]([C:31]2[O:32][CH2:33][C@@H:34]([C:36]([O:38][CH3:39])=[O:37])[N:35]=2)[CH:17]=[C:18]([C:20](=[O:30])[N:21]([CH3:29])[CH2:22][C:23]2[S:24][CH:25]=[C:26]([CH3:28])[N:27]=2)[CH:19]=1)=[O:13])[CH2:4][C:5]1[CH:10]=[CH:9][CH:8]=[CH:7][CH:6]=1.BrC(Cl)(Cl)Cl.C1CCN2C(=NCCC2)CC1, predict the reaction product. (8) Given the reactants [O:1]1[CH2:5][CH2:4][O:3][CH:2]1[C:6]1[CH:15]=[CH:14][C:9]([C:10]([O:12]C)=[O:11])=[C:8]([F:16])[CH:7]=1.O.[OH-].[Li+].CO, predict the reaction product. The product is: [O:1]1[CH2:5][CH2:4][O:3][CH:2]1[C:6]1[CH:15]=[CH:14][C:9]([C:10]([OH:12])=[O:11])=[C:8]([F:16])[CH:7]=1. (9) Given the reactants [CH:1]1[CH2:5][CH:4]=[CH:3][CH:2]=1.C([Li])CCC.Cl[CH2:12][Si:13]([O:18][CH3:19])([O:16][CH3:17])[O:14][CH3:15], predict the reaction product. The product is: [CH:2]1([CH2:12][Si:13]([O:18][CH3:19])([O:16][CH3:17])[O:14][CH3:15])[CH:1]=[CH:5][CH:4]=[CH:3]1.